Dataset: Full USPTO retrosynthesis dataset with 1.9M reactions from patents (1976-2016). Task: Predict the reactants needed to synthesize the given product. Given the product [Br:10][C:11]1[CH:18]=[CH:17][CH:16]=[C:15]2[C:12]=1[CH:13]=[C:4]([C:5]([O:7][CH2:8][CH3:9])=[O:6])[NH:1]2, predict the reactants needed to synthesize it. The reactants are: [N:1]([CH2:4][C:5]([O:7][CH2:8][CH3:9])=[O:6])=[N+]=[N-].[Br:10][C:11]1[CH:18]=[CH:17][CH:16]=[CH:15][C:12]=1[CH:13]=O.[Na].[NH4+].[Cl-].